Dataset: Forward reaction prediction with 1.9M reactions from USPTO patents (1976-2016). Task: Predict the product of the given reaction. (1) Given the reactants [NH2:1][C:2]1[N:7]=[C:6]([NH:8][CH2:9][CH2:10][C:11]([O:13]C(C)(C)C)=[O:12])[CH:5]=[C:4]([Cl:18])[N:3]=1, predict the reaction product. The product is: [NH2:1][C:2]1[N:7]=[C:6]([NH:8][CH2:9][CH2:10][C:11]([OH:13])=[O:12])[CH:5]=[C:4]([Cl:18])[N:3]=1. (2) The product is: [Cl:35][C:13]1[CH:14]=[C:15]2[C:10](=[CH:11][CH:12]=1)[CH:9]=[C:8]([CH2:7][C:6]([OH:36])=[O:5])[C:17]([CH3:18])=[C:16]2[C:19]1[CH:20]=[CH:21][C:22]([S:25]([C:28]2[CH:29]=[CH:30][C:31]([Cl:34])=[CH:32][CH:33]=2)(=[O:27])=[O:26])=[CH:23][CH:24]=1. Given the reactants O.[OH-].[Li+].C[O:5][C:6](=[O:36])[CH2:7][C:8]1[C:17]([CH3:18])=[C:16]([C:19]2[CH:24]=[CH:23][C:22]([S:25]([C:28]3[CH:33]=[CH:32][C:31]([Cl:34])=[CH:30][CH:29]=3)(=[O:27])=[O:26])=[CH:21][CH:20]=2)[C:15]2[C:10](=[CH:11][CH:12]=[C:13]([Cl:35])[CH:14]=2)[CH:9]=1, predict the reaction product.